Predict the reaction yield, written as a fraction of the theoretical maximum amount of product (1.0 means a 100% yield; for example, 0.34 means a 34% yield). From a dataset of Reaction yield outcomes from USPTO patents with 853,638 reactions. (1) The reactants are [CH:1]([C@@H:4]1[CH2:8][O:7][C:6](=[O:9])[NH:5]1)([CH3:3])[CH3:2].[Li]CCCC.[Cl:15][C:16]1[CH:21]=[CH:20][C:19]([CH2:22][C:23](Cl)=[O:24])=[CH:18][CH:17]=1. The catalyst is C1COCC1. The product is [Cl:15][C:16]1[CH:21]=[CH:20][C:19]([CH2:22][C:23]([N:5]2[C@H:4]([CH:1]([CH3:3])[CH3:2])[CH2:8][O:7][C:6]2=[O:9])=[O:24])=[CH:18][CH:17]=1. The yield is 0.560. (2) The reactants are [C:1]([C:3]1[CH:4]=[C:5]([CH3:42])[C:6]([C:16]#[C:17][CH2:18][C:19]([OH:41])([C:37]([F:40])([F:39])[F:38])[CH2:20][C:21]([C:24]2[C:32]3[O:31][CH2:30][CH2:29][C:28]=3[CH:27]=[C:26]([S:33]([CH3:36])(=[O:35])=[O:34])[CH:25]=2)([CH3:23])[CH3:22])=[C:7]([NH:9]C(=O)C(F)(F)F)[CH:8]=1)#[N:2].CN(C)C(N(C)C)=N.C(OCC)(=O)C. The catalyst is CS(C)=O.ClCCl. The product is [OH:41][C:19]([C:37]([F:39])([F:40])[F:38])([CH2:20][C:21]([C:24]1[C:32]2[O:31][CH2:30][CH2:29][C:28]=2[CH:27]=[C:26]([S:33]([CH3:36])(=[O:34])=[O:35])[CH:25]=1)([CH3:22])[CH3:23])[CH2:18][C:17]1[NH:9][C:7]2[C:6]([CH:16]=1)=[C:5]([CH3:42])[CH:4]=[C:3]([C:1]#[N:2])[CH:8]=2. The yield is 0.180. (3) The reactants are C(N(CC)CC)C.[I-].[CH2:9]([O:11][C:12]([C@@:14]1([NH:19][C:20](N2C=C[N+](C)=C2)=[O:21])[CH2:16][C@H:15]1[CH:17]=[CH2:18])=[O:13])[CH3:10].[CH2:28]([N:34]([CH3:43])[C:35]([C@@H:37]1[CH2:41][C@@H:40]([OH:42])[CH2:39][NH:38]1)=[O:36])[CH2:29][CH2:30][CH2:31][CH:32]=[CH2:33]. The catalyst is C(Cl)Cl. The product is [CH2:9]([O:11][C:12]([C@@:14]1([NH:19][C:20]([N:38]2[CH2:39][C@H:40]([OH:42])[CH2:41][C@H:37]2[C:35](=[O:36])[N:34]([CH2:28][CH2:29][CH2:30][CH2:31][CH:32]=[CH2:33])[CH3:43])=[O:21])[CH2:16][C@@H:15]1[CH:17]=[CH2:18])=[O:13])[CH3:10]. The yield is 0.700. (4) The reactants are [F:1][C:2]1[CH:3]=[C:4]([CH:46]=[C:47]([F:49])[CH:48]=1)[CH2:5][C:6]1[CH:7]=[C:8]2[C:12](=[CH:13][CH:14]=1)[N:11](C(C1C=CC=CC=1)(C1C=CC=CC=1)C1C=CC=CC=1)[N:10]=[C:9]2[NH:34][C:35](=[O:45])[C:36]1[CH:41]=[C:40]([CH:42]=[O:43])[CH:39]=[CH:38][C:37]=1[F:44].Cl. The catalyst is O1CCOCC1. The product is [F:1][C:2]1[CH:3]=[C:4]([CH:46]=[C:47]([F:49])[CH:48]=1)[CH2:5][C:6]1[CH:7]=[C:8]2[C:12](=[CH:13][CH:14]=1)[NH:11][N:10]=[C:9]2[NH:34][C:35](=[O:45])[C:36]1[CH:41]=[C:40]([CH:42]=[O:43])[CH:39]=[CH:38][C:37]=1[F:44]. The yield is 0.770. (5) The reactants are [CH2:1]([C:3]([C:13]1[C:21]2[C:16](=[C:17]([NH2:22])[CH:18]=[CH:19][CH:20]=2)[N:15]([CH3:23])[CH:14]=1)([C:6]1[CH:11]=[CH:10][C:9]([F:12])=[CH:8][CH:7]=1)[CH2:4][CH3:5])[CH3:2].[CH3:24][S:25](Cl)(=[O:27])=[O:26].N1C=CC=CC=1.C(=O)(O)[O-].[Na+]. The catalyst is ClCCl.C(OCC)(=O)C. The product is [CH2:1]([C:3]([C:13]1[C:21]2[C:16](=[C:17]([NH:22][S:25]([CH3:24])(=[O:27])=[O:26])[CH:18]=[CH:19][CH:20]=2)[N:15]([CH3:23])[CH:14]=1)([C:6]1[CH:7]=[CH:8][C:9]([F:12])=[CH:10][CH:11]=1)[CH2:4][CH3:5])[CH3:2]. The yield is 0.730. (6) The reactants are [CH2:1]([N:3]([CH:27]1[CH2:32][CH2:31][O:30][CH2:29][CH2:28]1)[C:4]1[C:5]([CH3:26])=[C:6]([CH:10]=[C:11]([C:13]2[CH:18]=[CH:17][C:16]([CH2:19][N:20]3[CH2:25][CH2:24][O:23][CH2:22][CH2:21]3)=[CH:15][CH:14]=2)[CH:12]=1)[C:7]([OH:9])=O)[CH3:2].CN(C(ON1N=NC2C=CC=NC1=2)=[N+](C)C)C.F[P-](F)(F)(F)(F)F.CCN(C(C)C)C(C)C.[NH2:66][CH2:67][C:68]1[C:69](=[O:77])[NH:70][C:71]([CH3:76])=[C:72]([F:75])[C:73]=1[CH3:74]. The catalyst is CN(C=O)C. The product is [CH2:1]([N:3]([CH:27]1[CH2:28][CH2:29][O:30][CH2:31][CH2:32]1)[C:4]1[C:5]([CH3:26])=[C:6]([C:7]([NH:66][CH2:67][C:68]2[C:69](=[O:77])[NH:70][C:71]([CH3:76])=[C:72]([F:75])[C:73]=2[CH3:74])=[O:9])[CH:10]=[C:11]([C:13]2[CH:14]=[CH:15][C:16]([CH2:19][N:20]3[CH2:25][CH2:24][O:23][CH2:22][CH2:21]3)=[CH:17][CH:18]=2)[CH:12]=1)[CH3:2]. The yield is 0.730.